Task: Predict the reaction yield, written as a fraction of the theoretical maximum amount of product (1.0 means a 100% yield; for example, 0.34 means a 34% yield).. Dataset: Reaction yield outcomes from USPTO patents with 853,638 reactions (1) The reactants are Br[C:2]1[CH:3]=[C:4]([SH:8])[CH:5]=[CH:6][CH:7]=1.Br[CH2:10][CH2:11][O:12][Si:13](O[Si:13]([CH3:15])([CH3:14])[O:12][CH2:11][CH2:10]Br)([CH3:15])[CH3:14].[C:24]([O-])([O-])=O.[K+].[K+].[Li]C[CH2:32][CH2:33][CH3:34].[N:35]([C:44]([O:46][C:47]([CH3:50])([CH3:49])[CH3:48])=[O:45])=[N:36][C:37]([O:39][C:40]([CH3:43])([CH3:42])[CH3:41])=[O:38]. The catalyst is CC(C)=O. The product is [Si:13]([O:12][CH2:11][CH2:10][S:8][C:4]1[CH:3]=[C:2]([N:35]([C:44]([O:46][C:47]([CH3:50])([CH3:49])[CH3:48])=[O:45])[NH:36][C:37]([O:39][C:40]([CH3:41])([CH3:42])[CH3:43])=[O:38])[CH:7]=[CH:6][CH:5]=1)([C:33]([CH3:32])([CH3:34])[CH3:24])([CH3:15])[CH3:14]. The yield is 0.640. (2) The reactants are C[O:2][NH:3][S:4]([C:7]1[CH:12]=[CH:11][CH:10]=[CH:9][CH:8]=1)(=[O:6])=[O:5].B(Br)(Br)Br.CO.C1OC1C. The catalyst is ClCCl. The product is [OH:2][NH:3][S:4]([C:7]1[CH:12]=[CH:11][CH:10]=[CH:9][CH:8]=1)(=[O:5])=[O:6]. The yield is 0.800. (3) The reactants are [C:1]([O:9][CH2:10][C@@H:11]1[C@@H:15]([O:16][C:17](=[O:24])[C:18]2[CH:23]=[CH:22][CH:21]=[CH:20][CH:19]=2)[C@@H:14](OS(C)(=O)=O)[C@:13]([C:38]#[N:39])([N:30]2[CH:35]=[CH:34][C:33](=[O:36])[NH:32][C:31]2=[O:37])[O:12]1)(=[O:8])[C:2]1[CH:7]=[CH:6][CH:5]=[CH:4][CH:3]=1.CN(C)C. The catalyst is CC#N. The product is [C:1]([O:9][CH2:10][C@H:11]1[O:12][C@@:13]2([C:38]#[N:39])[N:30]3[CH:35]=[CH:34][C:33](=[O:36])[N:32]=[C:31]3[O:37][C@H:14]2[C@@H:15]1[O:16][C:17](=[O:24])[C:18]1[CH:19]=[CH:20][CH:21]=[CH:22][CH:23]=1)(=[O:8])[C:2]1[CH:7]=[CH:6][CH:5]=[CH:4][CH:3]=1. The yield is 0.950. (4) The reactants are [C:1]1([CH3:16])[CH:6]=[CH:5][C:4]([C:7]2[CH:15]=[CH:14][CH:13]=[CH:12][C:8]=2[C:9]([OH:11])=[O:10])=[CH:3][CH:2]=1.S(=O)(=O)(O)O.[CH3:22][C:23]([CH3:25])=[CH2:24]. The catalyst is CCOCC. The product is [C:1]1([CH3:16])[CH:2]=[CH:3][C:4]([C:7]2[CH:15]=[CH:14][CH:13]=[CH:12][C:8]=2[C:9]([O:11][C:23]([CH3:25])([CH3:24])[CH3:22])=[O:10])=[CH:5][CH:6]=1. The yield is 0.940.